From a dataset of Full USPTO retrosynthesis dataset with 1.9M reactions from patents (1976-2016). Predict the reactants needed to synthesize the given product. Given the product [Cl:1][C:2]1[CH:3]=[CH:4][C:5]([C:8]2[CH:13]=[C:12]([CH3:14])[N:11]3[N:15]=[CH:16][C:17]([C:18]4[O:20][N:34]=[C:23]([C:24]5[CH:25]=[C:26]([S:30]([NH2:31])(=[O:32])=[O:33])[CH:27]=[CH:28][CH:29]=5)[N:22]=4)=[C:10]3[N:9]=2)=[CH:6][CH:7]=1, predict the reactants needed to synthesize it. The reactants are: [Cl:1][C:2]1[CH:7]=[CH:6][C:5]([C:8]2[CH:13]=[C:12]([CH3:14])[N:11]3[N:15]=[CH:16][C:17]([C:18]([OH:20])=O)=[C:10]3[N:9]=2)=[CH:4][CH:3]=1.O[NH:22][C:23](=[NH:34])[C:24]1[CH:29]=[CH:28][CH:27]=[C:26]([S:30](=[O:33])(=[O:32])[NH2:31])[CH:25]=1.